This data is from Catalyst prediction with 721,799 reactions and 888 catalyst types from USPTO. The task is: Predict which catalyst facilitates the given reaction. The catalyst class is: 21. Reactant: [OH:1][C:2]1[CH:11]=[C:10]([OH:12])[CH:9]=[C:8]2[C:3]=1[C:4](=[O:15])[CH2:5][C:6]([CH3:14])([CH3:13])[O:7]2.C(=O)([O-])[O-].[K+].[K+].[CH2:22](Br)[CH:23]=[CH2:24]. Product: [CH2:24]([O:12][C:10]1[CH:9]=[C:8]2[C:3]([C:4](=[O:15])[CH2:5][C:6]([CH3:13])([CH3:14])[O:7]2)=[C:2]([OH:1])[CH:11]=1)[CH:23]=[CH2:22].